The task is: Predict the reaction yield, written as a fraction of the theoretical maximum amount of product (1.0 means a 100% yield; for example, 0.34 means a 34% yield).. This data is from Reaction yield outcomes from USPTO patents with 853,638 reactions. (1) The reactants are [NH2:1][C:2]1[CH:9]=[CH:8][C:5]([C:6]#[N:7])=[CH:4][CH:3]=1.[N+:10]([C:13]1[CH:14]=[C:15]([CH:18]=[CH:19][CH:20]=1)[CH:16]=O)([O-:12])=[O:11]. The catalyst is C(O)C. The product is [N+:10]([C:13]1[CH:14]=[C:15]([CH:18]=[CH:19][CH:20]=1)[CH:16]=[N:1][C:2]1[CH:9]=[CH:8][C:5]([C:6]#[N:7])=[CH:4][CH:3]=1)([O-:12])=[O:11]. The yield is 0.830. (2) The reactants are [Cl:1][C:2]1[CH:11]=[C:10]2[C:5]([CH2:6][CH2:7][NH:8][C:9]2=[O:12])=[CH:4][CH:3]=1.Br[C:14]1[CH:15]=[N:16][CH:17]=[CH:18][C:19]=1[CH2:20][CH3:21].P([O-])([O-])([O-])=O.[K+].[K+].[K+]. The catalyst is [Cu](I)I.O1CCOCC1. The product is [Cl:1][C:2]1[CH:11]=[C:10]2[C:5]([CH2:6][CH2:7][N:8]([C:14]3[CH:15]=[N:16][CH:17]=[CH:18][C:19]=3[CH2:20][CH3:21])[C:9]2=[O:12])=[CH:4][CH:3]=1. The yield is 0.157. (3) The reactants are [CH3:1][NH2:2].C(O)C.Br[CH2:7][C:8]1[CH:17]=[CH:16][CH:15]=[C:14]([N+:18]([O-:20])=[O:19])[C:9]=1[C:10](OC)=[O:11]. The catalyst is C1COCC1. The product is [CH3:1][N:2]1[CH2:7][C:8]2[C:9](=[C:14]([N+:18]([O-:20])=[O:19])[CH:15]=[CH:16][CH:17]=2)[C:10]1=[O:11]. The yield is 0.780. (4) The reactants are Br[C:2]1[C:25]([F:26])=[CH:24][C:5]2[O:6][C:7]([C:16]3[CH:21]=[CH:20][C:19]([Cl:22])=[CH:18][C:17]=3[Cl:23])([C:9]3[CH:14]=[CH:13][C:12]([F:15])=[CH:11][CH:10]=3)[O:8][C:4]=2[CH:3]=1.C([Li])CCC.[C:32](=[O:34])=[O:33]. The catalyst is C(OCC)C. The product is [Cl:23][C:17]1[CH:18]=[C:19]([Cl:22])[CH:20]=[CH:21][C:16]=1[C:7]1([C:9]2[CH:10]=[CH:11][C:12]([F:15])=[CH:13][CH:14]=2)[O:6][C:5]2[CH:24]=[C:25]([F:26])[C:2]([C:32]([OH:34])=[O:33])=[CH:3][C:4]=2[O:8]1. The yield is 0.690. (5) The reactants are [CH2:1]([C:3]([C:17]1[CH:22]=[CH:21][C:20]([OH:23])=[C:19]([CH3:24])[CH:18]=1)([C:6]1[S:10][C:9]2[CH:11]=[C:12]([O:15][CH3:16])[CH:13]=[CH:14][C:8]=2[CH:7]=1)[CH2:4][CH3:5])[CH3:2].Br[CH2:26][C:27]([O:29][CH3:30])=[O:28].C(=O)([O-])[O-].[K+].[K+].[I-].[K+]. The catalyst is C(#N)C. The product is [CH3:30][O:29][C:27](=[O:28])[CH2:26][O:23][C:20]1[CH:21]=[CH:22][C:17]([C:3]([CH2:4][CH3:5])([C:6]2[S:10][C:9]3[CH:11]=[C:12]([O:15][CH3:16])[CH:13]=[CH:14][C:8]=3[CH:7]=2)[CH2:1][CH3:2])=[CH:18][C:19]=1[CH3:24]. The yield is 0.490. (6) The reactants are [Br:1][C:2]1[CH:3]=[C:4]2[C:9](=[CH:10][C:11]=1F)[O:8][CH:7](C1C=CC=CC=1)[CH2:6][C:5]2=O.[C:20](=[N:26][Si](C)(C)C)=[N:21][Si](C)(C)C. The catalyst is C(Cl)Cl.Cl[Ti](Cl)(Cl)Cl. The product is [Br:1][C:2]1[CH:3]=[C:4]2[C:9](=[CH:10][CH:11]=1)[O:8][CH2:7][CH2:6][C:5]2=[N:26][C:20]#[N:21]. The yield is 0.940. (7) The reactants are CON(C)[C:4]([C:6]1[CH:7]=[N:8][C:9]([N:12]2[CH2:17][CH2:16][N:15]([C:18]([O:20][C:21]([CH3:24])([CH3:23])[CH3:22])=[O:19])[CH2:14][CH2:13]2)=[N:10][CH:11]=1)=[O:5].C([Mg]Br)[C:27]1[CH:32]=[CH:31][CH:30]=[CH:29][CH:28]=1. The catalyst is C1COCC1. The product is [C:4]([C:6]1[CH:11]=[N:10][C:9]([N:12]2[CH2:13][CH2:14][N:15]([C:18]([O:20][C:21]([CH3:23])([CH3:24])[CH3:22])=[O:19])[CH2:16][CH2:17]2)=[N:8][CH:7]=1)(=[O:5])[C:27]1[CH:32]=[CH:31][CH:30]=[CH:29][CH:28]=1. The yield is 0.730. (8) The reactants are C[C:2]1[CH:10]=[C:9]([C:11]2[C:12]([CH3:51])([CH3:50])[C@H:13]3[C@:26]([CH3:29])([CH2:27][CH:28]=2)[C@@H:25]2[C@:16]([CH3:49])([C@@:17]4([CH3:48])[C@H:22]([CH2:23][CH2:24]2)[C@H:21]2[C@H:30]([C:33]([CH3:35])=[CH2:34])[CH2:31][CH2:32][C@:20]2([NH:36][CH2:37][CH2:38][CH2:39][N:40]2[CH2:45][CH2:44][S:43](=[O:47])(=[O:46])[CH2:42][CH2:41]2)[CH2:19][CH2:18]4)[CH2:15][CH2:14]3)[CH:8]=[CH:7][C:3]=1[C:4]([OH:6])=[O:5].[OH-].[Na+]. The catalyst is O1CCOCC1. The product is [O:47]=[S:43]1(=[O:46])[CH2:44][CH2:45][N:40]([CH2:39][CH2:38][CH2:37][NH:36][C@:20]23[CH2:32][CH2:31][C@@H:30]([C:33]([CH3:35])=[CH2:34])[C@@H:21]2[C@@H:22]2[C@@:17]([CH3:48])([CH2:18][CH2:19]3)[C@@:16]3([CH3:49])[C@@H:25]([C@:26]4([CH3:29])[C@@H:13]([CH2:14][CH2:15]3)[C:12]([CH3:51])([CH3:50])[C:11]([C:9]3[CH:8]=[CH:7][C:3]([C:4]([OH:6])=[O:5])=[CH:2][CH:10]=3)=[CH:28][CH2:27]4)[CH2:24][CH2:23]2)[CH2:41][CH2:42]1. The yield is 0.580.